Dataset: Catalyst prediction with 721,799 reactions and 888 catalyst types from USPTO. Task: Predict which catalyst facilitates the given reaction. Reactant: [Cl:1][C:2]1[N:7]=[N:6][C:5]([NH:8][C:9]2[CH:14]=[CH:13][C:12]([I:15])=[CH:11][C:10]=2[F:16])=[C:4]([C:17]([NH:19][O:20][CH2:21][C@H:22]2[CH2:26][O:25]C(C)(C)[O:23]2)=[O:18])[CH:3]=1. Product: [OH:23][CH:22]([CH2:26][OH:25])[CH2:21][O:20][NH:19][C:17]([C:4]1[CH:3]=[C:2]([Cl:1])[N:7]=[N:6][C:5]=1[NH:8][C:9]1[CH:14]=[CH:13][C:12]([I:15])=[CH:11][C:10]=1[F:16])=[O:18]. The catalyst class is: 86.